This data is from Full USPTO retrosynthesis dataset with 1.9M reactions from patents (1976-2016). The task is: Predict the reactants needed to synthesize the given product. (1) Given the product [Cl:1][C:2]1[CH:20]=[CH:19][C:5]2=[N:6][N:7]([C:9]3[CH:14]=[C:13]([CH3:15])[CH:12]=[C:11]([CH2:16][O:25][CH2:24][CH:23]([CH2:21][CH3:22])[CH2:26][CH2:27][CH2:28][CH3:29])[C:10]=3[OH:18])[N:8]=[C:4]2[CH:3]=1, predict the reactants needed to synthesize it. The reactants are: [Cl:1][C:2]1[CH:20]=[CH:19][C:5]2=[N:6][N:7]([C:9]3[CH:14]=[C:13]([CH3:15])[CH:12]=[C:11]([CH2:16]Cl)[C:10]=3[OH:18])[N:8]=[C:4]2[CH:3]=1.[CH2:21]([CH:23]([CH2:26][CH2:27][CH2:28][CH3:29])[CH2:24][OH:25])[CH3:22].C(=O)([O-])[O-].[Na+].[Na+]. (2) Given the product [OH:7][CH2:6][C@@H:5]([NH:4][C:1](=[O:3])[CH3:2])[CH2:11][C:12]1[CH:17]=[CH:16][CH:15]=[C:14]([N+:18]([O-:20])=[O:19])[CH:13]=1, predict the reactants needed to synthesize it. The reactants are: [C:1]([NH:4][C@@H:5]([CH2:11][C:12]1[CH:17]=[CH:16][CH:15]=[C:14]([N+:18]([O-:20])=[O:19])[CH:13]=1)[C:6](OCC)=[O:7])(=[O:3])[CH3:2].[BH4-].[Na+]. (3) Given the product [Br:30][C:27]1[CH:28]=[CH:29][C:24]([C:19]([OH:21])=[O:20])=[N:25][CH:26]=1, predict the reactants needed to synthesize it. The reactants are: C1(C)C=CC=CC=1.CCCCCC.C([Li])CCC.[C:19](=[O:21])=[O:20].O.Br[C:24]1[CH:29]=[CH:28][C:27]([Br:30])=[CH:26][N:25]=1. (4) Given the product [NH2:1][C:2]1[N:6]([C:7]2[CH:12]=[CH:11][CH:10]=[CH:9][N:8]=2)[N:5]=[C:4]([NH:13][C:14]2[CH:15]=[CH:16][C:17]([C:18]([NH:55][CH2:54][CH2:53][N:47]3[CH2:52][CH2:51][O:50][CH2:49][CH2:48]3)=[O:20])=[CH:21][CH:22]=2)[N:3]=1, predict the reactants needed to synthesize it. The reactants are: [NH2:1][C:2]1[N:6]([C:7]2[CH:12]=[CH:11][CH:10]=[CH:9][N:8]=2)[N:5]=[C:4]([NH:13][C:14]2[CH:22]=[CH:21][C:17]([C:18]([OH:20])=O)=[CH:16][CH:15]=2)[N:3]=1.CN(C(ON1N=NC2C=CC=CC1=2)=[N+](C)C)C.F[P-](F)(F)(F)(F)F.[N:47]1([CH2:53][CH2:54][NH2:55])[CH2:52][CH2:51][O:50][CH2:49][CH2:48]1.C(N(CC)CC)C. (5) Given the product [CH3:1][C:2]1[CH:7]=[C:6]([N:8]2[CH2:12][CH2:11][CH:10]([N:13]3[CH2:17][CH2:16][CH2:15][CH:14]3[CH3:18])[CH2:9]2)[CH:5]=[CH:4][C:3]=1[NH:19][C:32]([C:22]1[C:21]([CH3:20])=[N:25][N:24]([C:26]2[CH:31]=[CH:30][CH:29]=[CH:28][CH:27]=2)[N:23]=1)=[O:33], predict the reactants needed to synthesize it. The reactants are: [CH3:1][C:2]1[CH:7]=[C:6]([N:8]2[CH2:12][CH2:11][CH:10]([N:13]3[CH2:17][CH2:16][CH2:15][CH:14]3[CH3:18])[CH2:9]2)[CH:5]=[CH:4][C:3]=1[NH2:19].[CH3:20][C:21]1[C:22]([C:32](O)=[O:33])=[N:23][N:24]([C:26]2[CH:31]=[CH:30][CH:29]=[CH:28][CH:27]=2)[N:25]=1. (6) Given the product [Br:27][CH:23]([C:15]1[CH:16]=[C:17]2[C:12]([CH:11]=[CH:10][C:9]([O:8][C@H:5]3[CH2:6][CH2:7][C@@H:2]([CH3:1])[CH2:3][CH2:4]3)=[C:18]2[C:19]([F:21])([F:22])[F:20])=[CH:13][CH:14]=1)[CH3:24], predict the reactants needed to synthesize it. The reactants are: [CH3:1][C@@H:2]1[CH2:7][CH2:6][C@H:5]([O:8][C:9]2[C:18]([C:19]([F:22])([F:21])[F:20])=[C:17]3[C:12]([CH:13]=[CH:14][C:15]([CH:23](O)[CH3:24])=[CH:16]3)=[CH:11][CH:10]=2)[CH2:4][CH2:3]1.P(Br)(Br)[Br:27].CCOC(C)=O.O. (7) Given the product [CH2:3]([O:5][C:6](=[O:26])[N:7]([C:15]1[CH:20]=[C:19]([O:28][CH3:27])[N:18]=[C:17]([NH2:22])[C:16]=1[N+:23]([O-:25])=[O:24])[CH2:8][C:9]1[CH:14]=[CH:13][CH:12]=[CH:11][CH:10]=1)[CH3:4], predict the reactants needed to synthesize it. The reactants are: [H-].[Na+].[CH2:3]([O:5][C:6](=[O:26])[N:7]([C:15]1[CH:20]=[C:19](Br)[N:18]=[C:17]([NH2:22])[C:16]=1[N+:23]([O-:25])=[O:24])[CH2:8][C:9]1[CH:14]=[CH:13][CH:12]=[CH:11][CH:10]=1)[CH3:4].[CH3:27][OH:28].